Dataset: Experimentally validated miRNA-target interactions with 360,000+ pairs, plus equal number of negative samples. Task: Binary Classification. Given a miRNA mature sequence and a target amino acid sequence, predict their likelihood of interaction. The miRNA is hsa-miR-4789-5p with sequence GUAUACACCUGAUAUGUGUAUG. The protein sequence of the target gene is MASSTPSPATSSNAGADPNTTNLRPTTYDTWCGVAHGCTRKLGLKICGFLQRTNSLEEKSRLVSAFRERQASKNLLSCENSDPGARFRRTETDFSNLFAQDLLPAKNGEEQTVQFLLEVVDILLNYVRKTFDRSTKVLDFHHPHQLLEGMEGFNLELSDHPESLEQILVDCRDTLKYGVRTGHPRFFNQLSTGLDIIGLAGEWLTSTANTNMFTYEIAPVFVLMEQITLKKMREIIGWSNKDGDGIFSPGGAISNMYSIMAARYKYFPEVKTKGMAAVPKLVLFTSEHSHYSIKKAGAAL.... Result: 0 (no interaction).